From a dataset of Full USPTO retrosynthesis dataset with 1.9M reactions from patents (1976-2016). Predict the reactants needed to synthesize the given product. Given the product [CH2:1]([C:3]1[CH:12]=[C:11]([CH:13]([NH2:29])[CH3:14])[C:10]([C:16]2[CH:21]=[CH:20][CH:19]=[C:18]([F:22])[CH:17]=2)=[C:9]2[C:4]=1[CH:5]=[CH:6][CH:7]=[N:8]2)[CH3:2], predict the reactants needed to synthesize it. The reactants are: [CH2:1]([C:3]1[CH:12]=[C:11]([C:13](=O)[CH3:14])[C:10]([C:16]2[CH:21]=[CH:20][CH:19]=[C:18]([F:22])[CH:17]=2)=[C:9]2[C:4]=1[CH:5]=[CH:6][CH:7]=[N:8]2)[CH3:2].C([O-])(=O)C.[NH4+].C([BH3-])#[N:29].[Na+].O1CCCC1.